From a dataset of Forward reaction prediction with 1.9M reactions from USPTO patents (1976-2016). Predict the product of the given reaction. Given the reactants [CH2:1]1[CH2:6][C@H:5]([C:7]([OH:9])=[O:8])[CH2:4][CH2:3][C@H:2]1[CH2:10][NH2:11].[CH3:12][CH:13]([CH3:31])[C:14]([O:16][CH:17]([O:20][C:21](ON1C(=O)CCC1=O)=[O:22])[CH2:18][CH3:19])=[O:15], predict the reaction product. The product is: [CH3:31][CH:13]([CH3:12])[C:14]([O:16][CH:17]([O:20][C:21]([NH:11][CH2:10][C@H:2]1[CH2:3][CH2:4][C@H:5]([C:7]([OH:9])=[O:8])[CH2:6][CH2:1]1)=[O:22])[CH2:18][CH3:19])=[O:15].